From a dataset of Reaction yield outcomes from USPTO patents with 853,638 reactions. Predict the reaction yield, written as a fraction of the theoretical maximum amount of product (1.0 means a 100% yield; for example, 0.34 means a 34% yield). The reactants are Cl[C:2]1[CH:3]=[CH:4][C:5]([C:11]([F:14])([F:13])[F:12])=[C:6]([CH:10]=1)[C:7]([OH:9])=[O:8].C(=O)([O-])[O-].[Cs+].[Cs+].[CH2:21](Br)[C:22]1[CH:27]=[CH:26][CH:25]=[CH:24][CH:23]=1.C[C:30]([N:32](C)C)=O. The catalyst is [C-]#N.[Zn+2].[C-]#N.[Zn].C(P([Pd]P(C(C)(C)C)(C(C)(C)C)C(C)(C)C)(C(C)(C)C)C(C)(C)C)(C)(C)C. The product is [C:30]([C:2]1[CH:3]=[CH:4][C:5]([C:11]([F:14])([F:13])[F:12])=[C:6]([CH:10]=1)[C:7]([O:9][CH2:21][C:22]1[CH:27]=[CH:26][CH:25]=[CH:24][CH:23]=1)=[O:8])#[N:32]. The yield is 0.570.